The task is: Predict which catalyst facilitates the given reaction.. This data is from Catalyst prediction with 721,799 reactions and 888 catalyst types from USPTO. (1) Reactant: [NH2:1][C:2]1[N:7]=[C:6]([C:8]2[O:9][CH:10]=[CH:11][CH:12]=2)[C:5]([C:13]#[N:14])=[C:4](S(C)=O)[N:3]=1.[CH:18]1[C:27]2[C:22](=[CH:23][CH:24]=[CH:25][CH:26]=2)[CH:21]=[CH:20][C:19]=1[CH2:28][NH2:29]. Product: [NH2:1][C:2]1[N:7]=[C:6]([C:8]2[O:9][CH:10]=[CH:11][CH:12]=2)[C:5]([C:13]#[N:14])=[C:4]([NH:29][CH2:28][C:19]2[CH:20]=[CH:21][C:22]3[C:27](=[CH:26][CH:25]=[CH:24][CH:23]=3)[CH:18]=2)[N:3]=1. The catalyst class is: 57. (2) Reactant: [OH:1][C:2]1[C:9]([OH:10])=[CH:8][CH:7]=[CH:6][C:3]=1[CH:4]=[O:5].C(=O)([O-])[O-].[Cs+].[Cs+].[CH3:17][O:18][CH2:19]Cl. Product: [OH:10][C:9]1[C:2]([O:1][CH2:17][O:18][CH3:19])=[C:3]([CH:6]=[CH:7][CH:8]=1)[CH:4]=[O:5]. The catalyst class is: 3. (3) Reactant: P(Cl)(Cl)([Cl:3])=O.[NH:6]1[C:10]2=[N:11][CH:12]=[CH:13][CH:14]=[C:9]2[C:8]([C:15](=O)[CH3:16])=[CH:7]1.C[C:19]([O-:21])=O.[Na+]. Product: [Cl:3]/[C:15](/[C:8]1[C:9]2[C:10](=[N:11][CH:12]=[CH:13][CH:14]=2)[NH:6][CH:7]=1)=[CH:16]/[CH:19]=[O:21]. The catalyst class is: 3. (4) Reactant: [Br:1][C:2]1[CH:7]=[CH:6][C:5]([NH:8][C:9](=[NH:20])[CH2:10][C:11]([C:13]2[CH:18]=[CH:17][C:16]([F:19])=[CH:15][CH:14]=2)=[O:12])=[CH:4][CH:3]=1.[C:21](OC)(=[O:24])[C:22]#[CH:23]. Product: [NH2:20][C:9]1[N:8]([C:5]2[CH:4]=[CH:3][C:2]([Br:1])=[CH:7][CH:6]=2)[C:21](=[O:24])[CH:22]=[CH:23][C:10]=1[C:11](=[O:12])[C:13]1[CH:14]=[CH:15][C:16]([F:19])=[CH:17][CH:18]=1. The catalyst class is: 5. (5) Reactant: I[C:2]1[CH:3]=[CH:4][C:5]2[N:6]([C:8]([CH3:16])=[C:9]([CH:11]3[CH2:13][CH:12]3[C:14]#[N:15])[N:10]=2)[CH:7]=1.[Cl:17][C:18]1[CH:32]=[CH:31][C:21]([CH2:22][O:23][C:24]2[CH:29]=[CH:28][NH:27][C:26](=[O:30])[CH:25]=2)=[CH:20][CH:19]=1.C(=O)([O-])[O-].[K+].[K+].CN[C@@H]1CCCC[C@H]1NC. Product: [Cl:17][C:18]1[CH:32]=[CH:31][C:21]([CH2:22][O:23][C:24]2[CH:29]=[CH:28][N:27]([C:2]3[CH:3]=[CH:4][C:5]4[N:6]([C:8]([CH3:16])=[C:9]([CH:11]5[CH2:13][CH:12]5[C:14]#[N:15])[N:10]=4)[CH:7]=3)[C:26](=[O:30])[CH:25]=2)=[CH:20][CH:19]=1. The catalyst class is: 321. (6) Reactant: [CH:1]([C@H:4]1[CH2:8][O:7][C:6](=[O:9])[NH:5]1)([CH3:3])[CH3:2].[Li]CCCC.[C:15](Cl)(=[O:22])[CH2:16][CH2:17][CH2:18][CH2:19][CH2:20][CH3:21]. Product: [C:15]([N:5]1[C@@H:4]([CH:1]([CH3:3])[CH3:2])[CH2:8][O:7][C:6]1=[O:9])(=[O:22])[CH2:16][CH2:17][CH2:18][CH2:19][CH2:20][CH3:21]. The catalyst class is: 1.